Dataset: Forward reaction prediction with 1.9M reactions from USPTO patents (1976-2016). Task: Predict the product of the given reaction. (1) Given the reactants [Cl:1][C:2]1[N:7]=[C:6]([N:8]([CH3:15])[C:9](=O)[C:10]([F:13])([F:12])[F:11])[CH:5]=[CH:4][C:3]=1[O:16]COC, predict the reaction product. The product is: [Cl:1][C:2]1[C:3]([OH:16])=[CH:4][CH:5]=[C:6]([N:8]([CH3:15])[CH2:9][C:10]([F:11])([F:13])[F:12])[N:7]=1. (2) Given the reactants [O:1]1[CH:5]=[CH:4][CH:3]=[C:2]1[CH:6](O)[C:7]([O:9]CC)=[O:8].C[C:14](C)(C)[C:15]([O-])([O-:17])[O-:16].C(O)(=O)CCCCC.[OH-].[Na+], predict the reaction product. The product is: [C:7]([CH2:6][C:2]1[O:1][CH:5]=[CH:4][C:3]=1[CH2:14][C:15]([OH:17])=[O:16])([OH:9])=[O:8]. (3) Given the reactants [C:1]1([C:7]2[CH:24]=[CH:23][C:10]3[CH2:11][N:12](C(OC(C)(C)C)=O)[CH2:13][CH2:14][O:15][C:9]=3[CH:8]=2)[CH:6]=[CH:5][CH:4]=[CH:3][CH:2]=1.C(OCC)(=O)C.[ClH:31], predict the reaction product. The product is: [ClH:31].[C:1]1([C:7]2[CH:24]=[CH:23][C:10]3[CH2:11][NH:12][CH2:13][CH2:14][O:15][C:9]=3[CH:8]=2)[CH:2]=[CH:3][CH:4]=[CH:5][CH:6]=1. (4) The product is: [CH3:8][C:2]([O:9][C:10]1[C:14]([C:15]2[C:24]3[C:19](=[CH:20][CH:21]=[CH:22][CH:23]=3)[CH:18]=[CH:17][CH:16]=2)=[C:13]([CH3:25])[NH:12][N:11]=1)([CH3:1])[C:3]([OH:5])=[O:4]. Given the reactants [CH3:1][C:2]([O:9][C:10]1[C:14]([C:15]2[C:24]3[C:19](=[CH:20][CH:21]=[CH:22][CH:23]=3)[CH:18]=[CH:17][CH:16]=2)=[C:13]([CH3:25])[NH:12][N:11]=1)([CH3:8])[C:3]([O:5]CC)=[O:4].[OH-].[Na+], predict the reaction product. (5) Given the reactants [CH3:1][CH:2]([CH3:40])[C:3]([O:5][C:6]1[CH:11]=[CH:10][C:9]([P:12]([O:23][CH2:24][CH3:25])([CH2:14][P:15]([O:20][CH2:21][CH3:22])([O:17][CH2:18][CH3:19])=[O:16])=[O:13])=[CH:8][C:7]=1[C:26]([CH3:39])([CH3:38])[CH2:27][C:28]([O:30]CC1C=CC=CC=1)=[O:29])=[O:4], predict the reaction product. The product is: [CH3:40][CH:2]([CH3:1])[C:3]([O:5][C:6]1[CH:11]=[CH:10][C:9]([P:12]([O:23][CH2:24][CH3:25])([CH2:14][P:15]([O:20][CH2:21][CH3:22])([O:17][CH2:18][CH3:19])=[O:16])=[O:13])=[CH:8][C:7]=1[C:26]([CH3:39])([CH3:38])[CH2:27][C:28]([OH:30])=[O:29])=[O:4]. (6) Given the reactants Br[C:2]1[CH:7]=[CH:6][N:5]=[C:4]([NH:8][C:9](=[O:15])[O:10][C:11]([CH3:14])([CH3:13])[CH3:12])[C:3]=1[CH:16]=[O:17].[Cl:18][C:19]1[CH:24]=[CH:23][C:22](B(O)O)=[C:21]([F:28])[CH:20]=1.C(=O)([O-])[O-].[Cs+].[Cs+], predict the reaction product. The product is: [Cl:18][C:19]1[CH:24]=[CH:23][C:22]([C:2]2[CH:7]=[CH:6][N:5]=[C:4]([NH:8][C:9](=[O:15])[O:10][C:11]([CH3:14])([CH3:13])[CH3:12])[C:3]=2[CH:16]=[O:17])=[C:21]([F:28])[CH:20]=1. (7) Given the reactants [CH2:1]([C:3]1[CH:9]=[C:8]([O:10][C:11]2[CH:12]=[N:13][C:14]([S:17]([CH3:20])(=[O:19])=[O:18])=[CH:15][CH:16]=2)[CH:7]=[CH:6][C:4]=1[NH2:5])[CH3:2].Cl.[N:22]([O-])=O.[Na+].[CH3:26][CH:27](C(C)=O)[C:28]([O:30][CH2:31][CH3:32])=[O:29].[OH-].[K+], predict the reaction product. The product is: [CH2:1]([C:3]1[CH:9]=[C:8]([O:10][C:11]2[CH:12]=[N:13][C:14]([S:17]([CH3:20])(=[O:19])=[O:18])=[CH:15][CH:16]=2)[CH:7]=[CH:6][C:4]=1[NH:5]/[N:22]=[C:27](\[CH3:26])/[C:28]([O:30][CH2:31][CH3:32])=[O:29])[CH3:2].